Dataset: Forward reaction prediction with 1.9M reactions from USPTO patents (1976-2016). Task: Predict the product of the given reaction. (1) Given the reactants Cl.[Br:2][C:3]1[CH:8]=[CH:7][N:6]=[C:5]([NH:9][CH:10]=[N:11]O)[CH:4]=1.FC(F)(F)C(OC(=O)C(F)(F)F)=O, predict the reaction product. The product is: [Br:2][C:3]1[CH:8]=[CH:7][N:6]2[N:11]=[CH:10][N:9]=[C:5]2[CH:4]=1. (2) Given the reactants [CH3:1][C:2]([NH:34]C(=O)OC(C)(C)C)([C:4]1[CH:9]=[CH:8][C:7]([C:10]2[N:14]3[C:15]4[CH:27]=[CH:26][CH:25]=[N:24][C:16]=4[NH:17][C:18]4[CH:23]=[CH:22][CH:21]=[CH:20][C:19]=4[C:13]3=[N:12][C:11]=2[C:28]2[CH:33]=[CH:32][CH:31]=[CH:30][CH:29]=2)=[CH:6][CH:5]=1)[CH3:3].[ClH:42], predict the reaction product. The product is: [ClH:42].[C:28]1([C:11]2[N:12]=[C:13]3[C:19]4[CH:20]=[CH:21][CH:22]=[CH:23][C:18]=4[NH:17][C:16]4[N:24]=[CH:25][CH:26]=[CH:27][C:15]=4[N:14]3[C:10]=2[C:7]2[CH:6]=[CH:5][C:4]([C:2]([NH2:34])([CH3:1])[CH3:3])=[CH:9][CH:8]=2)[CH:29]=[CH:30][CH:31]=[CH:32][CH:33]=1. (3) The product is: [N:25]1([C:34]2[CH:35]=[C:30]([CH:31]=[CH:32][CH:33]=2)[CH2:29][CH2:28][N:25]2[CH2:24][CH2:23][C@@H:27]([N:8]3[C:7]4[CH:6]=[CH:5][CH:4]=[CH:3][C:13]=4[CH2:12][O:11][C:10]4[CH:14]=[CH:15][CH:16]=[CH:17][C:9]3=4)[CH2:26]2)[CH2:26][CH2:27][CH2:23][CH2:24]1. Given the reactants [H-].[Na+].[CH:3]1[C:13]2[CH2:12][O:11][C:10]3[CH:14]=[CH:15][CH:16]=[CH:17][C:9]=3[NH:8][C:7]=2[CH:6]=[CH:5][CH:4]=1.CS(O[C@H:23]1[CH2:27][CH2:26][N:25]([CH2:28][CH2:29][C:30]2[CH:35]=[CH:34][C:33](N3CCCC3)=[CH:32][CH:31]=2)[CH2:24]1)(=O)=O.[Cl-].[Na+], predict the reaction product. (4) Given the reactants ClC(N(C)C)=C(C)C.[F:9][CH:10]([F:25])[O:11][C:12]1[CH:20]=[C:19]([N+:21]([O-:23])=[O:22])[C:18]([NH2:24])=[CH:17][C:13]=1[C:14]([OH:16])=O.[F:26][C:27]([F:36])([F:35])[C@H:28]1[CH2:33][CH2:32][C@H:31]([NH2:34])[CH2:30][CH2:29]1.N1C=CC=CC=1, predict the reaction product. The product is: [F:26][C:27]([F:35])([F:36])[C@H:28]1[CH2:29][CH2:30][C@H:31]([NH:34][C:14](=[O:16])[C:13]2[CH:17]=[C:18]([NH2:24])[C:19]([N+:21]([O-:23])=[O:22])=[CH:20][C:12]=2[O:11][CH:10]([F:9])[F:25])[CH2:32][CH2:33]1.